This data is from Reaction yield outcomes from USPTO patents with 853,638 reactions. The task is: Predict the reaction yield, written as a fraction of the theoretical maximum amount of product (1.0 means a 100% yield; for example, 0.34 means a 34% yield). The reactants are [CH2:1]([C:3]1[CH:4]=[C:5]2[C:9](=[CH:10][CH:11]=1)[NH:8][CH2:7][CH2:6]2)[CH3:2].[N+:12]([O-])([O-:14])=[O:13].[K+].[OH-].[Na+]. The catalyst is OS(O)(=O)=O. The product is [CH2:1]([C:3]1[CH:4]=[C:5]2[C:9](=[CH:10][C:11]=1[N+:12]([O-:14])=[O:13])[NH:8][CH2:7][CH2:6]2)[CH3:2]. The yield is 0.580.